Task: Predict the reactants needed to synthesize the given product.. Dataset: Full USPTO retrosynthesis dataset with 1.9M reactions from patents (1976-2016) (1) Given the product [Br:13][C:5]1[CH:6]=[C:7]([CH3:8])[C:2]([CH3:1])=[N:3][CH:4]=1, predict the reactants needed to synthesize it. The reactants are: [CH3:1][C:2]1[C:7]([CH3:8])=[CH:6][CH:5]=[CH:4][N:3]=1.O.[Cl-].[Ca+2].[Cl-].[Br:13]Br. (2) Given the product [CH2:1]([N:8]1[CH:12]=[C:11]([CH2:13][C@H:14]([NH:25][C:26]([O:28][CH3:29])=[O:27])[C:15]([O:17][CH2:18][C:19]2[CH:24]=[CH:23][CH:22]=[CH:21][CH:20]=2)=[O:16])[N:10]=[N:9]1)[C:2]1[CH:7]=[CH:6][CH:5]=[CH:4][CH:3]=1, predict the reactants needed to synthesize it. The reactants are: [CH2:1]([N:8]1[CH:12]=[C:11]([CH2:13][C@H:14]([NH:25][C:26]([O:28][C:29](C)(C)C)=[O:27])[C:15]([O:17][CH2:18][C:19]2[CH:24]=[CH:23][CH:22]=[CH:21][CH:20]=2)=[O:16])[N:10]=[N:9]1)[C:2]1[CH:7]=[CH:6][CH:5]=[CH:4][CH:3]=1.C(O)(C(F)(F)F)=O.C([O-])(O)=O.[Na+].Cl. (3) Given the product [CH:1]1([C:6]2[CH:7]=[C:8]3[N:13]([C:14]=2[C:22](=[O:26])[C:23]([Cl:25])=[O:24])[CH2:12][CH2:11][CH2:10][CH2:9]3)[CH2:2][CH2:3][CH2:4][CH2:5]1, predict the reactants needed to synthesize it. The reactants are: [CH:1]1([C:6]2[CH:7]=[C:8]3[N:13]([CH:14]=2)[CH2:12][CH2:11][CH2:10][CH2:9]3)[CH2:5][CH2:4][CH2:3][CH2:2]1.C1(C)C=CC=CC=1.[C:22](Cl)(=[O:26])[C:23]([Cl:25])=[O:24].